The task is: Predict which catalyst facilitates the given reaction.. This data is from Catalyst prediction with 721,799 reactions and 888 catalyst types from USPTO. (1) Reactant: Cl[C:2](=O)[C:3]([O:5][CH2:6][CH3:7])=[O:4].[NH2:9][C:10]1[CH:18]=[CH:17][C:16]([Cl:19])=[CH:15][C:11]=1[C:12]([NH2:14])=[O:13]. Product: [Cl:19][C:16]1[CH:15]=[C:11]2[C:10](=[CH:18][CH:17]=1)[NH:9][C:2]([C:3]([O:5][CH2:6][CH3:7])=[O:4])=[N:14][C:12]2=[O:13]. The catalyst class is: 17. (2) Reactant: P([O-])([O-])([O-])=O.[K+].[K+].[K+].Br[C:10]1[CH:15]=[CH:14][N:13]=[C:12]2[NH:16][CH:17]=[CH:18][C:11]=12.[CH3:19][CH:20]([N:22]1[C:26]([C:27]([NH:29][C:30]2[C:31]3[C:35]([CH:36]=[C:37](B4OC(C)(C)CC(C)(C)O4)[CH:38]=2)=[N:34][N:33](C2CCCCO2)[CH:32]=3)=[O:28])=[CH:25][CH:24]=[N:23]1)[CH3:21].O. Product: [CH3:21][CH:20]([N:22]1[C:26]([C:27]([NH:29][C:30]2[CH:38]=[C:37]([C:10]3[CH:15]=[CH:14][N:13]=[C:12]4[NH:16][CH:17]=[CH:18][C:11]=34)[CH:36]=[C:35]3[C:31]=2[CH:32]=[N:33][NH:34]3)=[O:28])=[CH:25][CH:24]=[N:23]1)[CH3:19]. The catalyst class is: 12. (3) Reactant: C(OC([NH:8][C:9]1[S:13][C:12]([C:14]2[C:19]([F:20])=[CH:18][CH:17]=[CH:16][C:15]=2[F:21])=[N:11][C:10]=1[C:22]([OH:24])=O)=O)(C)(C)C.[NH2:25][C:26]1[C:27]([N:35]2[CH2:40][C@H:39]([CH3:41])[C@@:38]([OH:43])([CH3:42])[C@H:37]([NH:44]C(=O)OC(C)(C)C)[CH2:36]2)=[C:28]2[CH2:34][CH2:33][O:32][C:29]2=[N:30][CH:31]=1.CN(C(ON1N=NC2C=CC=NC1=2)=[N+](C)C)C.F[P-](F)(F)(F)(F)F.CCN(C(C)C)C(C)C. Product: [NH2:8][C:9]1[S:13][C:12]([C:14]2[C:15]([F:21])=[CH:16][CH:17]=[CH:18][C:19]=2[F:20])=[N:11][C:10]=1[C:22]([NH:25][C:26]1[C:27]([N:35]2[CH2:40][C@H:39]([CH3:41])[C@@:38]([OH:43])([CH3:42])[C@H:37]([NH2:44])[CH2:36]2)=[C:28]2[CH2:34][CH2:33][O:32][C:29]2=[N:30][CH:31]=1)=[O:24]. The catalyst class is: 3. (4) Reactant: [C:1]([C:5]1[CH:21]=[CH:20][C:8]([C:9]([NH:11][C:12]2[CH:16]=[CH:15][S:14][C:13]=2[C:17]([OH:19])=[O:18])=O)=[CH:7][CH:6]=1)([CH3:4])([CH3:3])[CH3:2].C(Cl)(=O)C(Cl)=O. Product: [C:1]([C:5]1[CH:21]=[CH:20][C:8]([C:9]2[O:18][C:17](=[O:19])[C:13]3[S:14][CH:15]=[CH:16][C:12]=3[N:11]=2)=[CH:7][CH:6]=1)([CH3:4])([CH3:3])[CH3:2]. The catalyst class is: 2. (5) Reactant: [Br:1][C:2]1[CH:3]=[C:4]([C:12]([F:15])([F:14])[F:13])[C:5]([CH3:11])=[C:6]([CH:10]=1)[C:7](O)=[O:8]. Product: [Br:1][C:2]1[CH:3]=[C:4]([C:12]([F:13])([F:14])[F:15])[C:5]([CH3:11])=[C:6]([CH2:7][OH:8])[CH:10]=1. The catalyst class is: 1. (6) Reactant: C([Li])(C)(C)C.[CH3:6][CH2:7][CH2:8][CH2:9][CH3:10].[F:11][C:12]1C=C[C:15]([NH:18][C:19](=[O:25])[O:20][C:21]([CH3:24])([CH3:23])[CH3:22])=[CH:14][CH:13]=1.ClCCCI. Product: [C:21]([O:20][C:19]([N:18]1[C:15]2[C:9](=[CH:10][C:12]([F:11])=[CH:13][CH:14]=2)[CH2:8][CH2:7][CH2:6]1)=[O:25])([CH3:24])([CH3:22])[CH3:23]. The catalyst class is: 1. (7) Reactant: [NH2:1][C:2]1[CH:22]=[C:21]([O:23][CH3:24])[CH:20]=[CH:19][C:3]=1[CH2:4][NH:5][CH:6]1[CH2:11][CH2:10][N:9]([CH2:12][C:13]2[CH:18]=[CH:17][CH:16]=[CH:15][CH:14]=2)[CH2:8][CH2:7]1.C1N=CN([C:30](N2C=NC=C2)=[O:31])C=1.CN(C)C=O.[K+].[Br-]. Product: [CH3:24][O:23][C:21]1[CH:22]=[C:2]2[C:3]([CH2:4][N:5]([CH:6]3[CH2:11][CH2:10][N:9]([CH2:12][C:13]4[CH:18]=[CH:17][CH:16]=[CH:15][CH:14]=4)[CH2:8][CH2:7]3)[C:30](=[O:31])[NH:1]2)=[CH:19][CH:20]=1. The catalyst class is: 282.